The task is: Regression. Given two drug SMILES strings and cell line genomic features, predict the synergy score measuring deviation from expected non-interaction effect.. This data is from NCI-60 drug combinations with 297,098 pairs across 59 cell lines. (1) Drug 1: CN(C)N=NC1=C(NC=N1)C(=O)N. Drug 2: CC1CCC2CC(C(=CC=CC=CC(CC(C(=O)C(C(C(=CC(C(=O)CC(OC(=O)C3CCCCN3C(=O)C(=O)C1(O2)O)C(C)CC4CCC(C(C4)OC)OCCO)C)C)O)OC)C)C)C)OC. Cell line: HOP-92. Synergy scores: CSS=-2.06, Synergy_ZIP=-3.88, Synergy_Bliss=-11.0, Synergy_Loewe=-12.7, Synergy_HSA=-10.3. (2) Drug 1: C1CCN(CC1)CCOC2=CC=C(C=C2)C(=O)C3=C(SC4=C3C=CC(=C4)O)C5=CC=C(C=C5)O. Drug 2: C1CN(P(=O)(OC1)NCCCl)CCCl. Cell line: RXF 393. Synergy scores: CSS=-1.07, Synergy_ZIP=1.95, Synergy_Bliss=-5.13, Synergy_Loewe=-5.38, Synergy_HSA=-5.04. (3) Drug 1: CC1=CC2C(CCC3(C2CCC3(C(=O)C)OC(=O)C)C)C4(C1=CC(=O)CC4)C. Drug 2: CC1=C(N=C(N=C1N)C(CC(=O)N)NCC(C(=O)N)N)C(=O)NC(C(C2=CN=CN2)OC3C(C(C(C(O3)CO)O)O)OC4C(C(C(C(O4)CO)O)OC(=O)N)O)C(=O)NC(C)C(C(C)C(=O)NC(C(C)O)C(=O)NCCC5=NC(=CS5)C6=NC(=CS6)C(=O)NCCC[S+](C)C)O. Cell line: SW-620. Synergy scores: CSS=1.02, Synergy_ZIP=1.93, Synergy_Bliss=3.46, Synergy_Loewe=-1.65, Synergy_HSA=0.0528. (4) Drug 1: C1CN1P(=S)(N2CC2)N3CC3. Drug 2: C1C(C(OC1N2C=NC3=C(N=C(N=C32)Cl)N)CO)O. Cell line: NCI-H226. Synergy scores: CSS=10.7, Synergy_ZIP=-8.06, Synergy_Bliss=-8.34, Synergy_Loewe=-6.98, Synergy_HSA=-6.64.